Task: Predict the reaction yield, written as a fraction of the theoretical maximum amount of product (1.0 means a 100% yield; for example, 0.34 means a 34% yield).. Dataset: Reaction yield outcomes from USPTO patents with 853,638 reactions (1) The reactants are [Li+].[CH3:2]C([N-]C(C)C)C.CCCCCCC.C1COCC1.C(C1C=CC=CC=1)C.[Br:29][C:30]1[CH:31]=[N:32][CH:33]=[C:34]([F:36])[CH:35]=1.IC. The catalyst is C1COCC1. The product is [Br:29][C:30]1[CH:31]=[N:32][CH:33]=[C:34]([F:36])[C:35]=1[CH3:2]. The yield is 0.520. (2) The reactants are [C:1]([OH:5])(=O)[CH2:2][OH:3].[Cl:6][C:7]1[CH:8]=[C:9]([NH:21][C:22]2[C:31]3[C:26](=[CH:27][CH:28]=[CH:29][C:30]=3[O:32][CH2:33][CH2:34][NH:35][CH2:36][C:37]#[CH:38])[N:25]=[CH:24][N:23]=2)[CH:10]=[CH:11][C:12]=1[O:13][CH2:14][C:15]1[CH:20]=[CH:19][CH:18]=[CH:17][N:16]=1. No catalyst specified. The product is [Cl:6][C:7]1[CH:8]=[C:9]([NH:21][C:22]2[C:31]3[C:26](=[CH:27][CH:28]=[CH:29][C:30]=3[O:32][CH2:33][CH2:34][N:35]([CH2:36][C:37]#[CH:38])[C:1](=[O:5])[CH2:2][OH:3])[N:25]=[CH:24][N:23]=2)[CH:10]=[CH:11][C:12]=1[O:13][CH2:14][C:15]1[CH:20]=[CH:19][CH:18]=[CH:17][N:16]=1. The yield is 0.260. (3) The reactants are [F:1][C:2]1[CH:7]=[CH:6][C:5]([C:8](=O)[C:9]([O:11]C)=O)=[CH:4][CH:3]=1.[NH2:14][NH:15][C:16]([NH2:18])=[S:17].[OH-].[K+].[CH3:21]I. The catalyst is O.CO. The product is [F:1][C:2]1[CH:7]=[CH:6][C:5]([C:8]2[C:9](=[O:11])[NH:18][C:16]([S:17][CH3:21])=[N:15][N:14]=2)=[CH:4][CH:3]=1. The yield is 0.770. (4) The reactants are [CH:1]1([NH:4][C:5]([C:7]2[CH:21]=[C:20]([F:22])[CH:19]=[CH:18][C:8]=2[CH2:9][NH:10]C(=O)OC(C)(C)C)=[O:6])[CH2:3][CH2:2]1.[F:23][C:24]([F:29])([F:28])[C:25]([OH:27])=[O:26]. The catalyst is C(Cl)Cl. The product is [F:23][C:24]([F:29])([F:28])[C:25]([OH:27])=[O:26].[NH2:10][CH2:9][C:8]1[CH:18]=[CH:19][C:20]([F:22])=[CH:21][C:7]=1[C:5]([NH:4][CH:1]1[CH2:3][CH2:2]1)=[O:6]. The yield is 1.00. (5) The reactants are [C:1]1([CH:7]([C:20]2[CH:25]=[CH:24][CH:23]=[CH:22][CH:21]=2)[CH2:8][CH2:9][NH:10][C:11](=[O:19])[C:12]2[CH:17]=[CH:16][C:15](F)=[N:14][CH:13]=2)[CH:6]=[CH:5][CH:4]=[CH:3][CH:2]=1.[CH3:26][N:27]([CH3:33])[C@H:28]1[CH2:32][CH2:31][NH:30][CH2:29]1. No catalyst specified. The product is [CH3:26][N:27]([CH3:33])[C@H:28]1[CH2:32][CH2:31][N:30]([C:15]2[CH:16]=[CH:17][C:12]([C:11]([NH:10][CH2:9][CH2:8][CH:7]([C:20]3[CH:25]=[CH:24][CH:23]=[CH:22][CH:21]=3)[C:1]3[CH:6]=[CH:5][CH:4]=[CH:3][CH:2]=3)=[O:19])=[CH:13][N:14]=2)[CH2:29]1. The yield is 0.796. (6) The reactants are Br[C:2]1[CH:7]=[CH:6][C:5]([C:8]([F:11])([F:10])[F:9])=[CH:4][C:3]=1[O:12][CH3:13].[Li]CCCC.[CH3:19][O:20][C:21]1[CH:50]=[C:49]([C:51]([F:54])([F:53])[F:52])[CH:48]=[CH:47][C:22]=1[C:23]([C:25]1[N:26]([S:37]([C:40]2[CH:46]=[CH:45][C:43]([CH3:44])=[CH:42][CH:41]=2)(=[O:39])=[O:38])[CH:27]=[CH:28][C:29]=1[N:30]1[CH:34]=[CH:33][CH:32]=[C:31]1[CH:35]=[O:36])=[O:24]. The catalyst is C1COCC1. The product is [OH:36][CH:35]([C:2]1[CH:7]=[CH:6][C:5]([C:8]([F:11])([F:10])[F:9])=[CH:4][C:3]=1[O:12][CH3:13])[C:31]1[N:30]([C:29]2[CH:28]=[CH:27][N:26]([S:37]([C:40]3[CH:46]=[CH:45][C:43]([CH3:44])=[CH:42][CH:41]=3)(=[O:39])=[O:38])[C:25]=2[C:23]([C:22]2[CH:47]=[CH:48][C:49]([C:51]([F:54])([F:53])[F:52])=[CH:50][C:21]=2[O:20][CH3:19])=[O:24])[CH:34]=[CH:33][CH:32]=1. The yield is 0.540. (7) The reactants are C[Al](C)C.[CH2:5]([N:7]1[CH2:12][CH2:11][N:10]([C:13]2[N:18]=[CH:17][C:16]([C:19]([O:21]C)=O)=[CH:15][N:14]=2)[CH2:9][CH:8]1[CH3:23])[CH3:6].[CH3:24][O:25][C:26]1[CH:27]=[C:28]([CH2:34][CH2:35][C:36]2[CH:37]=[C:38]([NH2:41])[NH:39][N:40]=2)[CH:29]=[C:30]([O:32][CH3:33])[CH:31]=1. The catalyst is C1(C)C=CC=CC=1. The product is [CH3:33][O:32][C:30]1[CH:29]=[C:28]([CH2:34][CH2:35][C:36]2[CH:37]=[C:38]([NH:41][C:19]([C:16]3[CH:17]=[N:18][C:13]([N:10]4[CH2:11][CH2:12][N:7]([CH2:5][CH3:6])[CH:8]([CH3:23])[CH2:9]4)=[N:14][CH:15]=3)=[O:21])[NH:39][N:40]=2)[CH:27]=[C:26]([O:25][CH3:24])[CH:31]=1. The yield is 0.490. (8) The reactants are [Br:1][C:2]1[CH:11]=[CH:10][C:5]([C:6]([NH:8][CH3:9])=[O:7])=[C:4]([CH2:12]O)[CH:3]=1.CN1CCN(C)C1=O.C([Mg]Cl)(C)C. The catalyst is CCOC(C)=O. The product is [Br:1][C:2]1[CH:3]=[C:4]2[C:5](=[CH:10][CH:11]=1)[C:6](=[O:7])[N:8]([CH3:9])[CH2:12]2. The yield is 0.573. (9) The catalyst is [Pd].[C].CO.C(OCC)(=O)C. The reactants are [N+:1]([C:4]1[CH:5]=[C:6]([N:10]2[CH2:15][CH2:14][O:13][CH2:12][CH2:11]2)[CH:7]=[CH:8][CH:9]=1)([O-])=O. The yield is 1.00. The product is [N:10]1([C:6]2[CH:5]=[C:4]([NH2:1])[CH:9]=[CH:8][CH:7]=2)[CH2:11][CH2:12][O:13][CH2:14][CH2:15]1. (10) The catalyst is C1COCC1.S([O-])([O-])(=O)=S.[Na+].[Na+].O. The product is [Cl:1][C:2]1[CH:3]=[C:4]([C:8]2[CH:13]=[C:12]([O:14][CH3:15])[C:11]([I:22])=[C:10]([F:16])[CH:9]=2)[CH:5]=[CH:6][CH:7]=1. The yield is 0.780. The reactants are [Cl:1][C:2]1[CH:3]=[C:4]([C:8]2[CH:13]=[C:12]([O:14][CH3:15])[CH:11]=[C:10]([F:16])[CH:9]=2)[CH:5]=[CH:6][CH:7]=1.C([Li])CCC.[I:22]I.